From a dataset of NCI-60 drug combinations with 297,098 pairs across 59 cell lines. Regression. Given two drug SMILES strings and cell line genomic features, predict the synergy score measuring deviation from expected non-interaction effect. (1) Cell line: HCT116. Drug 2: CC12CCC3C(C1CCC2O)C(CC4=C3C=CC(=C4)O)CCCCCCCCCS(=O)CCCC(C(F)(F)F)(F)F. Drug 1: CC1C(C(=O)NC(C(=O)N2CCCC2C(=O)N(CC(=O)N(C(C(=O)O1)C(C)C)C)C)C(C)C)NC(=O)C3=C4C(=C(C=C3)C)OC5=C(C(=O)C(=C(C5=N4)C(=O)NC6C(OC(=O)C(N(C(=O)CN(C(=O)C7CCCN7C(=O)C(NC6=O)C(C)C)C)C)C(C)C)C)N)C. Synergy scores: CSS=28.5, Synergy_ZIP=28.7, Synergy_Bliss=24.5, Synergy_Loewe=23.3, Synergy_HSA=22.6. (2) Cell line: UACC62. Drug 1: CC1OCC2C(O1)C(C(C(O2)OC3C4COC(=O)C4C(C5=CC6=C(C=C35)OCO6)C7=CC(=C(C(=C7)OC)O)OC)O)O. Synergy scores: CSS=40.4, Synergy_ZIP=-17.1, Synergy_Bliss=-14.7, Synergy_Loewe=-12.2, Synergy_HSA=-9.17. Drug 2: CC1=C2C(C(=O)C3(C(CC4C(C3C(C(C2(C)C)(CC1OC(=O)C(C(C5=CC=CC=C5)NC(=O)C6=CC=CC=C6)O)O)OC(=O)C7=CC=CC=C7)(CO4)OC(=O)C)O)C)OC(=O)C. (3) Drug 1: C1=CC(=CC=C1CC(C(=O)O)N)N(CCCl)CCCl.Cl. Drug 2: C1=CC=C(C=C1)NC(=O)CCCCCCC(=O)NO. Cell line: SR. Synergy scores: CSS=69.7, Synergy_ZIP=3.09, Synergy_Bliss=2.85, Synergy_Loewe=-2.05, Synergy_HSA=4.15. (4) Drug 1: CCC1(CC2CC(C3=C(CCN(C2)C1)C4=CC=CC=C4N3)(C5=C(C=C6C(=C5)C78CCN9C7C(C=CC9)(C(C(C8N6C)(C(=O)OC)O)OC(=O)C)CC)OC)C(=O)OC)O. Drug 2: CC1CCC2CC(C(=CC=CC=CC(CC(C(=O)C(C(C(=CC(C(=O)CC(OC(=O)C3CCCCN3C(=O)C(=O)C1(O2)O)C(C)CC4CCC(C(C4)OC)OP(=O)(C)C)C)C)O)OC)C)C)C)OC. Cell line: SK-OV-3. Synergy scores: CSS=45.1, Synergy_ZIP=6.55, Synergy_Bliss=6.91, Synergy_Loewe=9.12, Synergy_HSA=10.7. (5) Drug 1: CCCS(=O)(=O)NC1=C(C(=C(C=C1)F)C(=O)C2=CNC3=C2C=C(C=N3)C4=CC=C(C=C4)Cl)F. Drug 2: COC1=NC(=NC2=C1N=CN2C3C(C(C(O3)CO)O)O)N. Cell line: OVCAR-5. Synergy scores: CSS=3.67, Synergy_ZIP=4.26, Synergy_Bliss=5.56, Synergy_Loewe=-0.165, Synergy_HSA=-0.233.